The task is: Predict the reaction yield, written as a fraction of the theoretical maximum amount of product (1.0 means a 100% yield; for example, 0.34 means a 34% yield).. This data is from Reaction yield outcomes from USPTO patents with 853,638 reactions. (1) The reactants are [I:1][C:2]1[CH:3]=[C:4]2[C:8](=[CH:9][CH:10]=1)[NH:7][C:6](=[O:11])[C:5]2=[O:12].[H-].[Na+].C([Mg]Cl)(C)C.C(N(CC)CC)C.Br[C:28]1[C:29]([C:34]([F:37])([F:36])[CH3:35])=[N:30][CH:31]=[CH:32][CH:33]=1.[Na].IC1C=C2C(=CC=1)NC(=O)C2=O. The catalyst is C1COCC1.[NH4+].[Cl-]. The product is [F:36][C:34]([C:29]1[C:28]([C:5]2([OH:12])[C:4]3[C:8](=[CH:9][CH:10]=[C:2]([I:1])[CH:3]=3)[NH:7][C:6]2=[O:11])=[CH:33][CH:32]=[CH:31][N:30]=1)([F:37])[CH3:35]. The yield is 0.251. (2) The reactants are Cl.[CH:2]1([C:5]2[N:6]=[CH:7][C:8]([O:11][C@@H:12]3[CH2:22][N:15]4[C:16](=[O:21])[CH2:17][CH2:18][NH:19][CH2:20][C@@H:14]4[CH2:13]3)=[N:9][CH:10]=2)[CH2:4][CH2:3]1.[F:23][C:24]([F:35])([F:34])[O:25][C:26]1[CH:33]=[CH:32][C:29]([CH:30]=O)=[CH:28][CH:27]=1.C(N(C(C)C)C(C)C)C.C(O[BH-](OC(=O)C)OC(=O)C)(=O)C.[Na+]. The catalyst is ClC(Cl)C. The product is [CH:2]1([C:5]2[N:6]=[CH:7][C:8]([O:11][C@@H:12]3[CH2:22][N:15]4[C:16](=[O:21])[CH2:17][CH2:18][N:19]([CH2:30][C:29]5[CH:32]=[CH:33][C:26]([O:25][C:24]([F:23])([F:34])[F:35])=[CH:27][CH:28]=5)[CH2:20][C@@H:14]4[CH2:13]3)=[N:9][CH:10]=2)[CH2:4][CH2:3]1. The yield is 0.464. (3) The reactants are [I:1]I.[CH2:3]([CH:11]([CH2:14][CH2:15][CH2:16][CH2:17][CH2:18][CH2:19][CH2:20][CH2:21][CH2:22][CH3:23])[CH2:12]O)[CH2:4][CH2:5][CH2:6][CH2:7][CH2:8][CH2:9][CH3:10].C1(P(C2C=CC=CC=2)C2C=CC=CC=2)C=CC=CC=1.N1C=CN=C1.[O-]S([O-])=O.[Na+].[Na+]. The catalyst is ClCCl. The product is [I:1][CH2:12][CH:11]([CH2:3][CH2:4][CH2:5][CH2:6][CH2:7][CH2:8][CH2:9][CH3:10])[CH2:14][CH2:15][CH2:16][CH2:17][CH2:18][CH2:19][CH2:20][CH2:21][CH2:22][CH3:23]. The yield is 0.929. (4) The reactants are [Cl:1][C:2]1[CH:7]=[CH:6][C:5]([C:8]2[CH:13]=[N:12][N:11]3[C:14](=[O:17])[NH:15][N:16]=[C:10]3[C:9]=2[C:18]2[CH:23]=[CH:22][C:21]([Cl:24])=[CH:20][CH:19]=2)=[CH:4][CH:3]=1.C([O-])([O-])=O.[K+].[K+].[Cl:31][C:32]1[CH:39]=[CH:38][C:35]([CH2:36]Br)=[CH:34][CH:33]=1.O. The catalyst is CN(C=O)C. The product is [Cl:31][C:32]1[CH:39]=[CH:38][C:35]([CH2:36][N:15]2[C:14](=[O:17])[N:11]3[N:12]=[CH:13][C:8]([C:5]4[CH:6]=[CH:7][C:2]([Cl:1])=[CH:3][CH:4]=4)=[C:9]([C:18]4[CH:23]=[CH:22][C:21]([Cl:24])=[CH:20][CH:19]=4)[C:10]3=[N:16]2)=[CH:34][CH:33]=1. The yield is 0.600. (5) The reactants are I.[NH2:2][C:3]1[C:4]([C:11]([NH:13][C:14](=[NH:17])SC)=[O:12])=[N:5][C:6]([Cl:10])=[C:7]([NH2:9])[N:8]=1.Br.[OH:19][C:20]1[CH:25]=[CH:24][C:23]([CH2:26][CH2:27][CH2:28][CH2:29][NH2:30])=[CH:22][CH:21]=1. The catalyst is C1COCC1.C(N(CC)CC)C. The product is [ClH:10].[OH:19][C:20]1[CH:21]=[CH:22][C:23]([CH2:26][CH2:27][CH2:28][CH2:29][NH:30][C:14]([NH:13][C:11]([C:4]2[C:3]([NH2:2])=[N:8][C:7]([NH2:9])=[C:6]([Cl:10])[N:5]=2)=[O:12])=[NH:17])=[CH:24][CH:25]=1. The yield is 0.410.